From a dataset of NCI-60 drug combinations with 297,098 pairs across 59 cell lines. Regression. Given two drug SMILES strings and cell line genomic features, predict the synergy score measuring deviation from expected non-interaction effect. Drug 1: C1=NC2=C(N=C(N=C2N1C3C(C(C(O3)CO)O)O)F)N. Drug 2: C1CN(P(=O)(OC1)NCCCl)CCCl. Cell line: BT-549. Synergy scores: CSS=-0.862, Synergy_ZIP=0.615, Synergy_Bliss=0.172, Synergy_Loewe=-2.81, Synergy_HSA=-2.46.